This data is from Catalyst prediction with 721,799 reactions and 888 catalyst types from USPTO. The task is: Predict which catalyst facilitates the given reaction. (1) Reactant: [C:1]([NH:4][C:5]1[NH:6][C:7](=[O:33])[C:8]2[S:13][C:12](=[O:14])[N:11]([C@@H:15]3[O:27][C@H:26]([CH2:28][O:29][C:30](=[O:32])[CH3:31])[C@@H:21]([O:22][C:23](=[O:25])[CH3:24])[C@H:16]3[O:17][C:18](=[O:20])[CH3:19])[C:9]=2[N:10]=1)(=[O:3])[CH3:2].[CH:34]([C:37]1[CH:42]=[C:41]([CH:43]([CH3:45])[CH3:44])[CH:40]=[C:39]([CH:46]([CH3:48])[CH3:47])[C:38]=1[S:49](Cl)(=[O:51])=[O:50])([CH3:36])[CH3:35]. Product: [C:1]([NH:4][C:5]1[N:6]=[C:7]([O:33][S:49]([C:38]2[C:39]([CH:46]([CH3:47])[CH3:48])=[CH:40][C:41]([CH:43]([CH3:45])[CH3:44])=[CH:42][C:37]=2[CH:34]([CH3:36])[CH3:35])(=[O:51])=[O:50])[C:8]2[S:13][C:12](=[O:14])[N:11]([C@@H:15]3[O:27][C@H:26]([CH2:28][O:29][C:30](=[O:32])[CH3:31])[C@@H:21]([O:22][C:23](=[O:25])[CH3:24])[C@H:16]3[O:17][C:18](=[O:20])[CH3:19])[C:9]=2[N:10]=1)(=[O:3])[CH3:2]. The catalyst class is: 64. (2) Reactant: [NH2:1][C:2]1[CH:7]=[CH:6][C:5]([NH2:8])=[CH:4][CH:3]=1.[N:9]([C:12]1[CH:17]=[CH:16][C:15]([S:18]([NH2:21])(=[O:20])=[O:19])=[CH:14][CH:13]=1)=[C:10]=[S:11]. Product: [NH2:1][C:2]1[CH:7]=[CH:6][C:5]([NH:8][C:10](=[S:11])[NH:9][C:12]2[CH:17]=[CH:16][C:15]([S:18]([NH2:21])(=[O:19])=[O:20])=[CH:14][CH:13]=2)=[CH:4][CH:3]=1. The catalyst class is: 10. (3) Reactant: [C:1]([O:4][C:5]1([C:8]([OH:10])=O)[CH2:7][CH2:6]1)(=[O:3])[CH3:2].O1CCCC1.C(Cl)(=O)C(Cl)=O.Cl.[NH2:23][C:24]1[N:25]=[C:26]2[CH:31]=[CH:30][C:29]([O:32][C:33]3[CH:34]=[CH:35][C:36]([CH3:49])=[C:37]([NH:39][C:40]([C:42]4[N:46]([CH3:47])[N:45]=[C:44]([CH3:48])[CH:43]=4)=[O:41])[CH:38]=3)=[N:28][N:27]2[CH:50]=1. Product: [C:1]([O:4][C:5]1([C:8]([NH:23][C:24]2[N:25]=[C:26]3[CH:31]=[CH:30][C:29]([O:32][C:33]4[CH:34]=[CH:35][C:36]([CH3:49])=[C:37]([NH:39][C:40]([C:42]5[N:46]([CH3:47])[N:45]=[C:44]([CH3:48])[CH:43]=5)=[O:41])[CH:38]=4)=[N:28][N:27]3[CH:50]=2)=[O:10])[CH2:6][CH2:7]1)(=[O:3])[CH3:2]. The catalyst class is: 402. (4) The catalyst class is: 264. Product: [CH3:1][O:2][C@@H:3]([CH2:7][C:8]1[CH:9]=[CH:10][C:11]([OH:14])=[CH:12][CH:13]=1)[C:4]([OH:6])=[O:5]. Reactant: [CH3:1][O:2][C@@H:3]([CH2:7][C:8]1[CH:13]=[CH:12][C:11]([O:14]C)=[CH:10][CH:9]=1)[C:4]([OH:6])=[O:5].[OH-].[K+].C(S)CCCCCCC.Cl. (5) Reactant: C[O:2][C:3](=[O:34])[C@@H:4]([NH:8][C:9]([C:12]1[O:16][N:15]=[C:14]([C:17]2[CH:22]=[CH:21][C:20]([NH:23][C:24]3[S:25][C:26]4[CH:32]=[C:31]([F:33])[CH:30]=[CH:29][C:27]=4[N:28]=3)=[CH:19][CH:18]=2)[CH:13]=1)=[N:10][OH:11])[CH:5]([CH3:7])[CH3:6].[Li+].[OH-]. The catalyst class is: 1. Product: [F:33][C:31]1[CH:30]=[CH:29][C:27]2[N:28]=[C:24]([NH:23][C:20]3[CH:21]=[CH:22][C:17]([C:14]4[CH:13]=[C:12]([C:9]([NH:8][C@@H:4]([CH:5]([CH3:7])[CH3:6])[C:3]([OH:34])=[O:2])=[N:10][OH:11])[O:16][N:15]=4)=[CH:18][CH:19]=3)[S:25][C:26]=2[CH:32]=1. (6) Reactant: [OH:1][C:2]1[C:11]([OH:12])=[C:10]2[C:5]([C:6]([CH2:14][C:15]([O:17]C)=[O:16])=[CH:7][C:8](=[O:13])[O:9]2)=[CH:4][CH:3]=1.Cl. Product: [OH:1][C:2]1[C:11]([OH:12])=[C:10]2[C:5]([C:6]([CH2:14][C:15]([OH:17])=[O:16])=[CH:7][C:8](=[O:13])[O:9]2)=[CH:4][CH:3]=1. The catalyst class is: 15. (7) Reactant: [Cl:1][C:2]1[CH:7]=[C:6]([F:8])[CH:5]=[CH:4][C:3]=1[OH:9].C(O)(=O)C.[N+:14]([O-])([OH:16])=[O:15]. The catalyst class is: 6. Product: [Cl:1][C:2]1[CH:7]=[C:6]([F:8])[CH:5]=[C:4]([N+:14]([O-:16])=[O:15])[C:3]=1[OH:9].